This data is from Forward reaction prediction with 1.9M reactions from USPTO patents (1976-2016). The task is: Predict the product of the given reaction. (1) Given the reactants [Cl:1][C:2]1[CH:7]=[C:6]([CH2:8][CH3:9])[N:5]=[C:4]([NH2:10])[N:3]=1.C1C(=O)N([I:18])C(=O)C1, predict the reaction product. The product is: [Cl:1][C:2]1[C:7]([I:18])=[C:6]([CH2:8][CH3:9])[N:5]=[C:4]([NH2:10])[N:3]=1. (2) Given the reactants [NH3:1].C[O:3][C:4](=O)[C:5]1[CH:10]=[CH:9][CH:8]=[C:7]([N+:11]([O-:13])=[O:12])[C:6]=1[CH2:14]Br, predict the reaction product. The product is: [N+:11]([C:7]1[CH:8]=[CH:9][CH:10]=[C:5]2[C:6]=1[CH2:14][NH:1][C:4]2=[O:3])([O-:13])=[O:12].